Regression. Given a peptide amino acid sequence and an MHC pseudo amino acid sequence, predict their binding affinity value. This is MHC class I binding data. From a dataset of Peptide-MHC class I binding affinity with 185,985 pairs from IEDB/IMGT. The peptide sequence is WTGMVDGWY. The MHC is HLA-A02:11 with pseudo-sequence HLA-A02:11. The binding affinity (normalized) is 0.0847.